From a dataset of Reaction yield outcomes from USPTO patents with 853,638 reactions. Predict the reaction yield, written as a fraction of the theoretical maximum amount of product (1.0 means a 100% yield; for example, 0.34 means a 34% yield). (1) The reactants are [CH:1]([O:4][C:5]([N:7]1[CH:12]([CH2:13][CH3:14])[CH2:11][CH:10]([NH2:15])[CH2:9][CH:8]1[CH2:16][CH3:17])=[O:6])([CH3:3])[CH3:2].[Br:18][C:19]1[CH:20]=[N:21][C:22](Cl)=[N:23][CH:24]=1.C(N(CC)C(C)C)(C)C.O. The catalyst is CN(C=O)C. The product is [CH:1]([O:4][C:5]([N:7]1[CH:12]([CH2:13][CH3:14])[CH2:11][CH:10]([NH:15][C:22]2[N:23]=[CH:24][C:19]([Br:18])=[CH:20][N:21]=2)[CH2:9][CH:8]1[CH2:16][CH3:17])=[O:6])([CH3:2])[CH3:3]. The yield is 0.590. (2) The reactants are B(O)O.[C:4]([O:8][C:9](=[O:20])[NH:10][CH2:11][C:12]1[CH:17]=[C:16]([F:18])[CH:15]=[CH:14][C:13]=1[NH2:19])([CH3:7])([CH3:6])[CH3:5].CC[N:23]([CH2:26][CH3:27])[CH2:24][CH3:25]. The catalyst is C(Cl)Cl.CC([O-])=O.CC([O-])=O.[Cu+2]. The product is [C:4]([O:8][C:9](=[O:20])[NH:10][CH2:11][C:12]1[CH:17]=[C:16]([F:18])[CH:15]=[CH:14][C:13]=1[NH:19][C:14]1[CH:13]=[C:12]2[C:26](=[CH:27][CH:15]=1)[N:23]([CH2:24][CH:25]1[CH2:6][CH2:4][CH2:5]1)[N:10]=[CH:11]2)([CH3:7])([CH3:5])[CH3:6]. The yield is 0.370. (3) The reactants are [ClH:1].O1CCOCC1.OC(C(F)(F)F)=O.[CH3:15][O:16][C:17]1[CH:22]=[CH:21][C:20]([NH:23][C:24]2[O:25][CH:26]=[C:27]([C:29]([N:31]3[CH2:36][CH2:35][N:34](C(OC(C)(C)C)=O)[CH2:33][CH:32]3[CH2:44][O:45][C:46]3[CH:47]=[N:48][CH:49]=[CH:50][CH:51]=3)=[O:30])[N:28]=2)=[CH:19][CH:18]=1. The catalyst is CO. The product is [ClH:1].[ClH:1].[CH3:15][O:16][C:17]1[CH:18]=[CH:19][C:20]([NH:23][C:24]2[O:25][CH:26]=[C:27]([C:29]([N:31]3[CH2:36][CH2:35][NH:34][CH2:33][CH:32]3[CH2:44][O:45][C:46]3[CH:47]=[N:48][CH:49]=[CH:50][CH:51]=3)=[O:30])[N:28]=2)=[CH:21][CH:22]=1. The yield is 0.730. (4) The reactants are Br[CH2:2][C:3]1[CH:8]=[CH:7][C:6]([I:9])=[CH:5][CH:4]=1.[Cl:10][C:11]1[C:12]([OH:21])=[C:13]([C:18](=[O:20])[CH3:19])[CH:14]=[CH:15][C:16]=1[OH:17].C(=O)([O-])[O-].[Cs+].[Cs+].O. The catalyst is CN(C)C=O. The product is [Cl:10][C:11]1[C:12]([OH:21])=[C:13]([C:18](=[O:20])[CH3:19])[CH:14]=[CH:15][C:16]=1[O:17][CH2:2][C:3]1[CH:8]=[CH:7][C:6]([I:9])=[CH:5][CH:4]=1. The yield is 0.230. (5) The reactants are [C:1]([C:5]1[CH:10]=[CH:9][C:8]([NH:11][C:12]([CH:14]2[O:19][C:18]3[CH:20]=[CH:21][CH:22]=[CH:23][C:17]=3[N:16]([C:24]([O:26][CH2:27][CH3:28])=[O:25])[CH2:15]2)=[O:13])=[CH:7][C:6]=1[OH:29])([CH3:4])([CH3:3])[CH3:2].[H-].[Na+].[CH3:32]I. The catalyst is C1COCC1. The product is [C:1]([C:5]1[CH:10]=[CH:9][C:8]([N:11]([CH3:32])[C:12]([CH:14]2[O:19][C:18]3[CH:20]=[CH:21][CH:22]=[CH:23][C:17]=3[N:16]([C:24]([O:26][CH2:27][CH3:28])=[O:25])[CH2:15]2)=[O:13])=[CH:7][C:6]=1[OH:29])([CH3:4])([CH3:2])[CH3:3]. The yield is 0.320.